Dataset: Forward reaction prediction with 1.9M reactions from USPTO patents (1976-2016). Task: Predict the product of the given reaction. The product is: [Br:25][C:22]1[CH:21]=[C:20]([C:26]2[N:30]=[C:29]([C:31]([NH:11][C:10]3[CH:12]=[CH:13][CH:14]=[C:8]([O:7][C:6]([F:15])([F:16])[F:5])[CH:9]=3)=[O:32])[O:28][N:27]=2)[CH:19]=[C:18]([Br:17])[C:23]=1[OH:24]. Given the reactants C[Al](C)C.[F:5][C:6]([F:16])([F:15])[O:7][C:8]1[CH:9]=[C:10]([CH:12]=[CH:13][CH:14]=1)[NH2:11].[Br:17][C:18]1[CH:19]=[C:20]([C:26]2[N:30]=[C:29]([C:31](OCC)=[O:32])[O:28][N:27]=2)[CH:21]=[C:22]([Br:25])[C:23]=1[OH:24].O, predict the reaction product.